Dataset: Skin sensitization/reaction prediction data. Task: Regression/Classification. Given a drug SMILES string, predict its toxicity properties. Task type varies by dataset: regression for continuous values (e.g., LD50, hERG inhibition percentage) or binary classification for toxic/non-toxic outcomes (e.g., AMES mutagenicity, cardiotoxicity, hepatotoxicity). Dataset: skin_reaction. (1) The compound is Nc1cc[nH]c(=O)n1. The result is 0 (no skin reaction). (2) The molecule is CCCCN1C(=O)C(C(O)C2CCCCC2)NC(=O)C12CCN(Cc1ccc(Oc3ccc(C(=O)O)cc3)cc1)CC2. The result is 0 (no skin reaction). (3) The compound is O=c1[nH]sc2ccccc12. The result is 1 (causes skin reaction). (4) The result is 1 (causes skin reaction). The drug is COc1cc([N+](=O)[O-])c2[nH]c(=O)cc(C)c2c1Cl. (5) The drug is O=CCCCC=O. The result is 1 (causes skin reaction). (6) The compound is O=[N+]([O-])c1ccc(OCc2cccc(F)c2)c(Cl)c1. The result is 1 (causes skin reaction). (7) The compound is C=CCC1(C)C=C(OC)C(=O)CC1. The result is 1 (causes skin reaction). (8) The compound is O=CNc1cc(C(O)CBr)ccc1OCc1ccccc1. The result is 0 (no skin reaction).